From a dataset of NCI-60 drug combinations with 297,098 pairs across 59 cell lines. Regression. Given two drug SMILES strings and cell line genomic features, predict the synergy score measuring deviation from expected non-interaction effect. Drug 1: C1=CC(=C2C(=C1NCCNCCO)C(=O)C3=C(C=CC(=C3C2=O)O)O)NCCNCCO. Drug 2: C1CC(C1)(C(=O)O)C(=O)O.[NH2-].[NH2-].[Pt+2]. Cell line: PC-3. Synergy scores: CSS=28.5, Synergy_ZIP=-3.22, Synergy_Bliss=-2.53, Synergy_Loewe=2.40, Synergy_HSA=3.82.